From a dataset of Reaction yield outcomes from USPTO patents with 853,638 reactions. Predict the reaction yield, written as a fraction of the theoretical maximum amount of product (1.0 means a 100% yield; for example, 0.34 means a 34% yield). (1) The reactants are [F:1][C:2]1[CH:3]=[C:4]([N:8]2[CH:12]=[CH:11][C:10]([C:13]([O:15]CC)=[O:14])=[N:9]2)[CH:5]=[CH:6][CH:7]=1.[Li+].[OH-].Cl. The catalyst is C1COCC1. The product is [F:1][C:2]1[CH:3]=[C:4]([N:8]2[CH:12]=[CH:11][C:10]([C:13]([OH:15])=[O:14])=[N:9]2)[CH:5]=[CH:6][CH:7]=1. The yield is 0.960. (2) The reactants are [OH-].[Li+].[CH2:3]([C:7]1[N:8]=[C:9]([N:15]2[CH2:18][CH:17]([NH:19][C:20]([C:22]3[NH:23][C:24]([CH2:28][CH3:29])=[C:25]([Cl:27])[N:26]=3)=[O:21])[CH2:16]2)[S:10][C:11]=1[C:12]([OH:14])=[O:13])[CH2:4][CH2:5]C.O. The catalyst is CO.C1COCC1. The product is [Cl:27][C:25]1[N:26]=[C:22]([C:20]([NH:19][CH:17]2[CH2:16][N:15]([C:9]3[S:10][C:11]([C:12]([OH:14])=[O:13])=[C:7]([CH2:3][CH2:4][CH3:5])[N:8]=3)[CH2:18]2)=[O:21])[NH:23][C:24]=1[CH2:28][CH3:29]. The yield is 0.570. (3) The reactants are CN(C)[CH:3]=[O:4].P(Cl)(Cl)(Cl)=O.[CH3:11][C:12]1[NH:13][CH:14]=[C:15]([CH3:17])[CH:16]=1.C([O-])(=O)C.[Na+]. The catalyst is ClCCCl.O.C(Cl)Cl. The product is [CH:3]([C:14]1[NH:13][C:12]([CH3:11])=[CH:16][C:15]=1[CH3:17])=[O:4]. The yield is 0.800. (4) The reactants are [NH2:1][C:2]1[C:3]([C:14]2[CH:26]=[CH:25][C:17]([C:18]([O:20][C:21]([CH3:24])([CH3:23])[CH3:22])=[O:19])=[C:16]([F:27])[CH:15]=2)=[N:4][C:5]([C:8]2[CH2:12][CH2:11][C:10](=[O:13])[CH:9]=2)=[CH:6][N:7]=1.C(Cl)Cl. The catalyst is CO. The product is [NH2:1][C:2]1[C:3]([C:14]2[CH:26]=[CH:25][C:17]([C:18]([O:20][C:21]([CH3:24])([CH3:22])[CH3:23])=[O:19])=[C:16]([F:27])[CH:15]=2)=[N:4][C:5]([CH:8]2[CH2:12][CH2:11][C:10](=[O:13])[CH2:9]2)=[CH:6][N:7]=1. The yield is 0.581. (5) The reactants are [C:1]([O:5][C:6](=[O:33])[N:7]([CH2:9][C:10]1[CH:14]=[C:13]([C:15]2[CH:20]=[CH:19][CH:18]=[C:17]([CH:21]=[O:22])[C:16]=2[F:23])[N:12]([S:24]([C:27]2[CH:28]=[N:29][CH:30]=[CH:31][CH:32]=2)(=[O:26])=[O:25])[CH:11]=1)[CH3:8])([CH3:4])([CH3:3])[CH3:2].[BH4-].[Na+].CO.O. The catalyst is O1CCCC1. The product is [C:1]([O:5][C:6](=[O:33])[N:7]([CH2:9][C:10]1[CH:14]=[C:13]([C:15]2[CH:20]=[CH:19][CH:18]=[C:17]([CH2:21][OH:22])[C:16]=2[F:23])[N:12]([S:24]([C:27]2[CH:28]=[N:29][CH:30]=[CH:31][CH:32]=2)(=[O:25])=[O:26])[CH:11]=1)[CH3:8])([CH3:4])([CH3:2])[CH3:3]. The yield is 0.610. (6) The reactants are [Cl:1][C:2]1[C:3]([O:12][C:13]2[CH:18]=[C:17]([O:19][CH2:20][CH2:21][O:22][CH3:23])[CH:16]=[CH:15][C:14]=2[CH2:24][CH2:25][CH2:26][OH:27])=[N:4][CH:5]=[C:6]([C:8]([F:11])([F:10])[F:9])[CH:7]=1.Cl[S:29]([N:32]=[C:33]=[O:34])(=[O:31])=[O:30].[CH3:35][CH:36]([CH3:40])[CH2:37][CH2:38][NH2:39].Cl. The catalyst is ClCCl.C(OCC)(=O)C.C(O)C.O.N1C=CC=CC=1. The product is [CH3:35][CH:36]([CH3:40])[CH2:37][CH2:38][NH:39][S:29]([NH:32][C:33](=[O:34])[O:27][CH2:26][CH2:25][CH2:24][C:14]1[CH:15]=[CH:16][C:17]([O:19][CH2:20][CH2:21][O:22][CH3:23])=[CH:18][C:13]=1[O:12][C:3]1[C:2]([Cl:1])=[CH:7][C:6]([C:8]([F:9])([F:11])[F:10])=[CH:5][N:4]=1)(=[O:31])=[O:30]. The yield is 0.120. (7) The reactants are [CH3:1][N:2]([CH2:7][C:8]1[S:12][C:11]2[CH:13]=[CH:14][CH:15]=[CH:16][C:10]=2[C:9]=1[CH3:17])[C:3](=[O:6])[CH:4]=[CH2:5].[CH2:18]([O:20][C:21]([C:23]1[C:24](=[O:34])[NH:25][C:26]2[C:31]([CH:32]=1)=[CH:30][C:29](Br)=[CH:28][N:27]=2)=[O:22])[CH3:19].CCN(C(C)C)C(C)C. The catalyst is C(C#N)C.CN(C=O)C.CC([O-])=O.CC([O-])=O.[Pd+2]. The product is [CH2:18]([O:20][C:21]([C:23]1[C:24](=[O:34])[NH:25][C:26]2[C:31]([CH:32]=1)=[CH:30][C:29](/[CH:5]=[CH:4]/[C:3](=[O:6])[N:2]([CH3:1])[CH2:7][C:8]1[S:12][C:11]3[CH:13]=[CH:14][CH:15]=[CH:16][C:10]=3[C:9]=1[CH3:17])=[CH:28][N:27]=2)=[O:22])[CH3:19]. The yield is 0.560. (8) The yield is 0.500. The reactants are [CH3:1][O:2][C@@H:3]([C@@H:33]([N:38]([CH3:46])[C:39](=[O:45])[C@H:40]([CH:42]([CH3:44])[CH3:43])[NH2:41])[C@@H:34]([CH3:37])[CH2:35][CH3:36])[CH2:4][C:5]([N:7]1[CH2:11][CH2:10][CH2:9][C@H:8]1[C@H:12]([O:31][CH3:32])[C@@H:13]([CH3:30])[C:14](=[O:29])[NH:15][C@H:16]([C:24]1[S:25][CH:26]=[CH:27][N:28]=1)[CH2:17][C:18]1[CH:23]=[CH:22][CH:21]=[CH:20][CH:19]=1)=[O:6].[C:47]([O:51][C:52]([N:54]([CH3:61])[C:55]([CH3:60])([C:57](O)=[O:58])[CH3:56])=[O:53])([CH3:50])([CH3:49])[CH3:48].C(N(C(C)C)CC)(C)C.CN(C(ON1N=NC2C=CC=NC1=2)=[N+](C)C)C.F[P-](F)(F)(F)(F)F. The catalyst is ClCCl. The product is [C:47]([O:51][C:52]([N:54]([CH3:61])[C:55]([CH3:60])([C:57]([NH:41][C@H:40]([C:39]([N:38]([C@@H:33]([C@@H:34]([CH3:37])[CH2:35][CH3:36])[C@H:3]([O:2][CH3:1])[CH2:4][C:5]([N:7]1[CH2:11][CH2:10][CH2:9][C@H:8]1[C@H:12]([O:31][CH3:32])[C@@H:13]([CH3:30])[C:14](=[O:29])[NH:15][C@H:16]([C:24]1[S:25][CH:26]=[CH:27][N:28]=1)[CH2:17][C:18]1[CH:19]=[CH:20][CH:21]=[CH:22][CH:23]=1)=[O:6])[CH3:46])=[O:45])[CH:42]([CH3:44])[CH3:43])=[O:58])[CH3:56])=[O:53])([CH3:50])([CH3:49])[CH3:48]. (9) The catalyst is CN(C)C=O.C1C=CC([P]([Pd]([P](C2C=CC=CC=2)(C2C=CC=CC=2)C2C=CC=CC=2)([P](C2C=CC=CC=2)(C2C=CC=CC=2)C2C=CC=CC=2)[P](C2C=CC=CC=2)(C2C=CC=CC=2)C2C=CC=CC=2)(C2C=CC=CC=2)C2C=CC=CC=2)=CC=1. The reactants are CC1(C)C(C)(C)OB([C:9]2[CH:17]=[CH:16][CH:15]=[C:14]3[C:10]=2[CH2:11][CH2:12][C:13]3=[O:18])O1.C(=O)([O-])[O-].[Cs+].[Cs+].Br[C:27]1[C:28]([O:36][CH3:37])=[C:29]([OH:35])[C:30]([O:33][CH3:34])=[CH:31][CH:32]=1. The product is [OH:35][C:29]1[C:30]([O:33][CH3:34])=[C:31]([C:9]2[CH:17]=[CH:16][CH:15]=[C:14]3[C:10]=2[CH2:11][CH2:12][C:13]3=[O:18])[CH:32]=[CH:27][C:28]=1[O:36][CH3:37]. The yield is 0.410. (10) The reactants are Cl.[Cl:2][C:3]1[CH:8]=[CH:7][C:6]([S:9]([C:12]2([C:18]3[CH:23]=[C:22]([F:24])[CH:21]=[CH:20][C:19]=3[F:25])[CH2:17][CH2:16][NH:15][CH2:14][CH2:13]2)(=[O:11])=[O:10])=[CH:5][CH:4]=1.[CH2:26](N(CC)CC)C.C=O.C(O[BH-](OC(=O)C)OC(=O)C)(=O)C.[Na+].[OH-].[Na+]. The catalyst is C(OC(C)C)(C)C.ClCCl.C(OCC)C. The product is [Cl:2][C:3]1[CH:8]=[CH:7][C:6]([S:9]([C:12]2([C:18]3[CH:23]=[C:22]([F:24])[CH:21]=[CH:20][C:19]=3[F:25])[CH2:17][CH2:16][N:15]([CH3:26])[CH2:14][CH2:13]2)(=[O:10])=[O:11])=[CH:5][CH:4]=1. The yield is 0.740.